Dataset: Catalyst prediction with 721,799 reactions and 888 catalyst types from USPTO. Task: Predict which catalyst facilitates the given reaction. (1) Reactant: [H-].[Al+3].[Li+].[H-].[H-].[H-].[NH2:7][C:8]1[C:16]([Cl:17])=[CH:15][C:11]([C:12](O)=[O:13])=[C:10]([O:18][CH3:19])[CH:9]=1.[C@H](O)(C([O-])=O)[C@@H](O)C([O-])=O.[Na+].[K+]. The catalyst class is: 7. Product: [NH2:7][C:8]1[C:16]([Cl:17])=[CH:15][C:11]([CH2:12][OH:13])=[C:10]([O:18][CH3:19])[CH:9]=1. (2) Reactant: [CH2:1]([O:8][C:9]1[CH:16]=[C:15]2[C:12]([CH2:13][CH:14]2[C:17]#[N:18])=[CH:11][C:10]=1[O:19][CH3:20])[C:2]1[CH:7]=[CH:6][CH:5]=[CH:4][CH:3]=1.C[Si]([N-][Si](C)(C)C)(C)C.[Na+].[CH:31]1[C:36]([S:37][S:37][C:36]2[CH:31]=[CH:32][C:33]([Cl:46])=[CH:34][CH:35]=2)=[CH:35][CH:34]=[C:33]([Cl:46])[CH:32]=1. Product: [CH2:1]([O:8][C:9]1[CH:16]=[C:15]2[C:12]([CH2:13][C:14]2([S:37][C:36]2[CH:31]=[CH:32][C:33]([Cl:46])=[CH:34][CH:35]=2)[C:17]#[N:18])=[CH:11][C:10]=1[O:19][CH3:20])[C:2]1[CH:3]=[CH:4][CH:5]=[CH:6][CH:7]=1. The catalyst class is: 7.